This data is from Full USPTO retrosynthesis dataset with 1.9M reactions from patents (1976-2016). The task is: Predict the reactants needed to synthesize the given product. Given the product [CH3:13][C:6]1([CH3:14])[C:7]2[C:12](=[CH:11][CH:10]=[CH:9][CH:8]=2)[NH:4][C:5]1=[O:15], predict the reactants needed to synthesize it. The reactants are: C([N:4]1[C:12]2[C:7](=[CH:8][CH:9]=[CH:10][CH:11]=2)[C:6]([CH3:14])([CH3:13])[C:5]1=[O:15])(=O)C.Cl.C(OC)(C)(C)C.